From a dataset of hERG Central: cardiac toxicity at 1µM, 10µM, and general inhibition. Predict hERG channel inhibition at various concentrations. (1) The molecule is Cc1cc(NC(=O)CCN2CCC(C)CC2)ccc1Br.Cl. Results: hERG_inhib (hERG inhibition (general)): blocker. (2) The drug is N=C1/C(=C\c2coc3ccccc3c2=O)C(=O)N=C2SC(c3ccncc3)=NN12. Results: hERG_inhib (hERG inhibition (general)): blocker. (3) The drug is COc1cccc(C(=O)Nc2c3c(nn2-c2ccc([N+](=O)[O-])cc2)CS(=O)(=O)C3)c1. Results: hERG_inhib (hERG inhibition (general)): blocker.